This data is from Forward reaction prediction with 1.9M reactions from USPTO patents (1976-2016). The task is: Predict the product of the given reaction. Given the reactants [O:1]1[CH:5]=[CH:4][N:3]=[C:2]1[CH2:6][O:7][C:8]1[N:9]=[CH:10][C:11]([C:14]([O:16]C)=[O:15])=[N:12][CH:13]=1.[OH-].[Na+].Cl, predict the reaction product. The product is: [O:1]1[CH:5]=[CH:4][N:3]=[C:2]1[CH2:6][O:7][C:8]1[N:9]=[CH:10][C:11]([C:14]([OH:16])=[O:15])=[N:12][CH:13]=1.